This data is from Full USPTO retrosynthesis dataset with 1.9M reactions from patents (1976-2016). The task is: Predict the reactants needed to synthesize the given product. (1) Given the product [CH2:1]([N:3]([CH:27]1[CH2:32][CH2:31][N:30]([CH2:39][C:36]2[CH:37]=[CH:38][N:34]([CH3:33])[N:35]=2)[CH2:29][CH2:28]1)[C:4]1[C:19]2[CH2:18][CH:17]=[CH:16][CH2:15][CH2:14][C:13]3[CH:20]=[C:21]([CH3:25])[NH:22][C:23](=[O:24])[C:12]=3[CH2:11][NH:10][C:9](=[O:26])[C:8]=2[CH:7]=[CH:6][CH:5]=1)[CH3:2], predict the reactants needed to synthesize it. The reactants are: [CH2:1]([N:3]([CH:27]1[CH2:32][CH2:31][NH:30][CH2:29][CH2:28]1)[C:4]1[C:19]2[CH2:18][CH:17]=[CH:16][CH2:15][CH2:14][C:13]3[CH:20]=[C:21]([CH3:25])[NH:22][C:23](=[O:24])[C:12]=3[CH2:11][NH:10][C:9](=[O:26])[C:8]=2[CH:7]=[CH:6][CH:5]=1)[CH3:2].[CH3:33][N:34]1[CH:38]=[CH:37][C:36]([CH:39]=O)=[N:35]1.CC(O)=O.[BH3-]C#N.[Na+]. (2) Given the product [Br:15][C:16]1[CH:17]=[C:18]([S:26]([NH:14][C:5]2[N:6]=[CH:7][C:8]3[C:13]([C:4]=2[CH:1]2[CH2:3][CH2:2]2)=[CH:12][CH:11]=[CH:10][CH:9]=3)(=[O:28])=[O:27])[CH:19]=[CH:20][C:21]=1[C:22]([O:24][CH3:25])=[O:23], predict the reactants needed to synthesize it. The reactants are: [CH:1]1([C:4]2[C:13]3[C:8](=[CH:9][CH:10]=[CH:11][CH:12]=3)[CH:7]=[N:6][C:5]=2[NH2:14])[CH2:3][CH2:2]1.[Br:15][C:16]1[CH:17]=[C:18]([S:26](Cl)(=[O:28])=[O:27])[CH:19]=[CH:20][C:21]=1[C:22]([O:24][CH3:25])=[O:23].